Dataset: NCI-60 drug combinations with 297,098 pairs across 59 cell lines. Task: Regression. Given two drug SMILES strings and cell line genomic features, predict the synergy score measuring deviation from expected non-interaction effect. (1) Drug 2: CC1C(C(CC(O1)OC2CC(CC3=C2C(=C4C(=C3O)C(=O)C5=CC=CC=C5C4=O)O)(C(=O)C)O)N)O. Drug 1: CC1=C(C=C(C=C1)C(=O)NC2=CC(=CC(=C2)C(F)(F)F)N3C=C(N=C3)C)NC4=NC=CC(=N4)C5=CN=CC=C5. Synergy scores: CSS=28.4, Synergy_ZIP=2.99, Synergy_Bliss=1.84, Synergy_Loewe=-27.1, Synergy_HSA=-0.488. Cell line: SK-OV-3. (2) Drug 1: CN(CCCl)CCCl.Cl. Drug 2: CN(C(=O)NC(C=O)C(C(C(CO)O)O)O)N=O. Cell line: KM12. Synergy scores: CSS=18.8, Synergy_ZIP=-5.53, Synergy_Bliss=4.89, Synergy_Loewe=-4.16, Synergy_HSA=4.03. (3) Drug 1: CCCS(=O)(=O)NC1=C(C(=C(C=C1)F)C(=O)C2=CNC3=C2C=C(C=N3)C4=CC=C(C=C4)Cl)F. Drug 2: COC1=C2C(=CC3=C1OC=C3)C=CC(=O)O2. Cell line: HT29. Synergy scores: CSS=41.0, Synergy_ZIP=1.48, Synergy_Bliss=1.04, Synergy_Loewe=-7.29, Synergy_HSA=1.73.